This data is from Forward reaction prediction with 1.9M reactions from USPTO patents (1976-2016). The task is: Predict the product of the given reaction. The product is: [O:13]1[C:17]2[CH:18]=[CH:19][C:20]([CH2:22][CH2:23][NH:24][C:9](=[O:11])[CH2:8][C:5]3[CH:4]=[CH:3][C:2]([Br:1])=[CH:7][CH:6]=3)=[CH:21][C:16]=2[O:15][CH2:14]1. Given the reactants [Br:1][C:2]1[CH:7]=[CH:6][C:5]([CH2:8][C:9]([OH:11])=O)=[CH:4][CH:3]=1.Cl.[O:13]1[C:17]2[CH:18]=[CH:19][C:20]([CH2:22][CH2:23][NH2:24])=[CH:21][C:16]=2[O:15][CH2:14]1.C(N(CC)CC)C.C(P(=O)(OCC)OCC)#N, predict the reaction product.